Dataset: Forward reaction prediction with 1.9M reactions from USPTO patents (1976-2016). Task: Predict the product of the given reaction. (1) Given the reactants [CH2:1]([O:3][C:4]([C:6]1[C:15]2[C:10](=[CH:11][CH:12]=[CH:13][CH:14]=2)[C:9]([OH:16])=[C:8]([Br:17])[C:7]=1O)=[O:5])[CH3:2].[C:19](=O)([O-])[O-].[K+].[K+].S([O:30][CH3:31])(OC)(=O)=O, predict the reaction product. The product is: [CH2:1]([O:3][C:4]([C:6]1[C:15]2[C:10](=[CH:11][CH:12]=[CH:13][CH:14]=2)[C:9]([O:16][CH3:19])=[C:8]([Br:17])[C:7]=1[O:30][CH3:31])=[O:5])[CH3:2]. (2) Given the reactants [CH:1]1([C:7]([O:9]C)=O)[CH2:6][CH2:5][CH2:4][CH2:3][CH2:2]1.[C:11]1(=[O:16])[O:15][CH2:14][CH2:13][CH2:12]1.[O-]CC.[Na+].O, predict the reaction product. The product is: [CH:1]1([C:7]([CH:12]2[CH2:13][CH2:14][O:15][C:11]2=[O:16])=[O:9])[CH2:2][CH2:3][CH2:4][CH2:5][CH2:6]1. (3) Given the reactants [Cl:1][C:2]1[C:7]([C:8]([F:11])([F:10])[F:9])=[CH:6][N:5]=[C:4]([NH:12][C:13]2[CH:27]=[CH:26][C:16](CP(=O)(OCC)OCC)=[CH:15][C:14]=2[O:28][CH3:29])[N:3]=1.NC1C=CC([CH2:35][CH2:36][CH2:37][CH2:38][PH:39](=[O:43])[O:40][CH2:41][CH3:42])=CC=1OC, predict the reaction product. The product is: [Cl:1][C:2]1[C:7]([C:8]([F:10])([F:11])[F:9])=[CH:6][N:5]=[C:4]([NH:12][C:13]2[CH:27]=[CH:26][C:16]([CH2:35][CH2:36][CH2:37][CH2:38][PH:39](=[O:43])[O:40][CH2:41][CH3:42])=[CH:15][C:14]=2[O:28][CH3:29])[N:3]=1. (4) Given the reactants Cl[C:2]1[C:3]([NH:12][S:13]([C:16]2[N:17]=[CH:18][N:19]([CH3:21])[CH:20]=2)(=[O:15])=[O:14])=[N:4][C:5]2[C:10]([N:11]=1)=[CH:9][CH:8]=[CH:7][CH:6]=2.C(OC([N:29]1[CH2:34][CH2:33][CH:32]([CH2:35][C:36]2[CH:41]=[CH:40][C:39]([O:42][CH3:43])=[CH:38][C:37]=2[NH2:44])[CH2:31][CH2:30]1)=O)(C)(C)C.CCO.CC(O)=O, predict the reaction product. The product is: [CH3:43][O:42][C:39]1[CH:40]=[CH:41][C:36]([CH2:35][CH:32]2[CH2:33][CH2:34][NH:29][CH2:30][CH2:31]2)=[C:37]([NH:44][C:2]2[C:3]([NH:12][S:13]([C:16]3[N:17]=[CH:18][N:19]([CH3:21])[CH:20]=3)(=[O:15])=[O:14])=[N:4][C:5]3[C:10]([N:11]=2)=[CH:9][CH:8]=[CH:7][CH:6]=3)[CH:38]=1. (5) Given the reactants C1(P(C2C=CC=CC=2)C2C=CC=CC=2)C=CC=CC=1.[C:20]([O:24][C:25]([C:27]1[C:28]([C:47]([OH:49])=O)=[N:29][C:30]([C:40]2[CH:45]=[CH:44][C:43]([Cl:46])=[CH:42][CH:41]=2)=[C:31]([C:33]2[CH:38]=[CH:37][C:36]([Cl:39])=[CH:35][CH:34]=2)[N:32]=1)=[O:26])([CH3:23])([CH3:22])[CH3:21].C(Cl)(Cl)(Cl)Cl.C([N:57]([CH2:60][CH3:61])CC)C.CCN(C(C)C)C(C)C.C[CH2:72][O:73]C(C)=O, predict the reaction product. The product is: [Cl:46][C:43]1[CH:42]=[CH:41][C:40]([C:30]2[N:29]=[C:28]([C:47]([NH:57][CH:60]([CH3:61])[CH2:72][OH:73])=[O:49])[C:27]([C:25]([O:24][C:20]([CH3:22])([CH3:21])[CH3:23])=[O:26])=[N:32][C:31]=2[C:33]2[CH:38]=[CH:37][C:36]([Cl:39])=[CH:35][CH:34]=2)=[CH:45][CH:44]=1.